This data is from Forward reaction prediction with 1.9M reactions from USPTO patents (1976-2016). The task is: Predict the product of the given reaction. The product is: [NH2:14][C:9]1[CH:10]=[N:11][N:12]([CH3:13])[C:8]=1[N:6]1[CH2:5][CH2:4][N:3]([C:17]([O:19][C:20]([CH3:22])([CH3:21])[CH3:23])=[O:18])[CH:2]([CH3:1])[CH2:7]1. Given the reactants [CH3:1][CH:2]1[CH2:7][N:6]([C:8]2[N:12]([CH3:13])[N:11]=[CH:10][C:9]=2[N+:14]([O-])=O)[CH2:5][CH2:4][N:3]1[C:17]([O:19][C:20]([CH3:23])([CH3:22])[CH3:21])=[O:18].[NH4+].[Cl-], predict the reaction product.